This data is from Full USPTO retrosynthesis dataset with 1.9M reactions from patents (1976-2016). The task is: Predict the reactants needed to synthesize the given product. Given the product [CH2:1]([NH:3][C:4]1[CH:11]=[C:10]([N:12]2[C:16]3=[N:17][CH:18]=[CH:19][C:20]([N:21]4[CH:25]=[C:24]([C:26]5[CH:27]=[N:28][N:29]([CH3:31])[CH:30]=5)[N:23]=[CH:22]4)=[C:15]3[C:14]([CH:32]([CH3:33])[CH3:34])=[N:13]2)[CH:9]=[CH:8][C:5]=1[C:6]([NH2:7])=[O:35])[CH3:2], predict the reactants needed to synthesize it. The reactants are: [CH2:1]([NH:3][C:4]1[CH:11]=[C:10]([N:12]2[C:16]3=[N:17][CH:18]=[CH:19][C:20]([N:21]4[CH:25]=[C:24]([C:26]5[CH:27]=[N:28][N:29]([CH3:31])[CH:30]=5)[N:23]=[CH:22]4)=[C:15]3[C:14]([CH:32]([CH3:34])[CH3:33])=[N:13]2)[CH:9]=[CH:8][C:5]=1[C:6]#[N:7])[CH3:2].[OH:35]O.[OH-].[Na+].O.